Dataset: Full USPTO retrosynthesis dataset with 1.9M reactions from patents (1976-2016). Task: Predict the reactants needed to synthesize the given product. (1) Given the product [CH2:1]([N:8]1[C:17](=[O:18])[C:16]2[C:11](=[CH:12][CH:13]=[C:14]([C:19]([O:21][CH3:22])=[O:20])[CH:15]=2)[N:10]([CH3:24])[C:9]1=[O:23])[C:2]1[CH:7]=[CH:6][CH:5]=[CH:4][CH:3]=1, predict the reactants needed to synthesize it. The reactants are: [CH2:1]([N:8]1[C:17](=[O:18])[C:16]2[C:11](=[CH:12][CH:13]=[C:14]([C:19]([O:21][CH3:22])=[O:20])[CH:15]=2)[NH:10][C:9]1=[O:23])[C:2]1[CH:7]=[CH:6][CH:5]=[CH:4][CH:3]=1.[CH3:24]N(C)C=O.C([O-])([O-])=O.[K+].[K+].IC. (2) Given the product [NH2:22][C:20]1[C:21]2[C:13]([C:12]#[C:11][C:5]3[CH:4]=[C:3]([O:2][CH3:1])[CH:8]=[C:7]([O:9][CH3:10])[CH:6]=3)=[CH:14][N:15]([C@H:23]3[CH2:27][CH2:26][N:25]([C:28](=[O:32])[C:29]#[C:30][CH3:31])[CH2:24]3)[C:16]=2[N:17]=[CH:18][N:19]=1, predict the reactants needed to synthesize it. The reactants are: [CH3:1][O:2][C:3]1[CH:4]=[C:5]([C:11]#[C:12][C:13]2[C:21]3[C:20]([NH2:22])=[N:19][CH:18]=[N:17][C:16]=3[N:15]([C@H:23]3[CH2:27][CH2:26][NH:25][CH2:24]3)[CH:14]=2)[CH:6]=[C:7]([O:9][CH3:10])[CH:8]=1.[C:28](O)(=[O:32])[C:29]#[C:30][CH3:31]. (3) Given the product [F:12][C:4]1[C:5]([O:10][CH3:11])=[CH:6][C:7]([O:8][CH3:9])=[C:2]([F:1])[C:3]=1[N:13]1[CH2:18][C:17]2[CH:19]=[N:20][C:21]3[NH:25][C:24]([CH2:35][CH2:36][N:37]4[CH2:42][CH2:41][O:40][CH2:39][CH2:38]4)=[CH:23][C:22]=3[C:16]=2[N:15]([CH2:43][CH2:44][OH:45])[C:14]1=[O:46], predict the reactants needed to synthesize it. The reactants are: [F:1][C:2]1[C:7]([O:8][CH3:9])=[CH:6][C:5]([O:10][CH3:11])=[C:4]([F:12])[C:3]=1[N:13]1[CH2:18][C:17]2[CH:19]=[N:20][C:21]3[N:25](S(C4C=CC=CC=4)(=O)=O)[C:24]([CH2:35][CH2:36][N:37]4[CH2:42][CH2:41][O:40][CH2:39][CH2:38]4)=[CH:23][C:22]=3[C:16]=2[N:15]([CH2:43][CH2:44][OH:45])[C:14]1=[O:46].[F-].C([N+](CCCC)(CCCC)CCCC)CCC. (4) Given the product [N:13]1[CH:18]=[CH:17][CH:16]=[CH:15][C:14]=1[C:19]1[CH:20]=[N:21][C:22]([NH:25][C:9](=[O:11])[CH2:8][C:5]2[CH:6]=[N:7][C:2]([Cl:1])=[C:3]([CH3:12])[CH:4]=2)=[CH:23][CH:24]=1, predict the reactants needed to synthesize it. The reactants are: [Cl:1][C:2]1[N:7]=[CH:6][C:5]([CH2:8][C:9]([OH:11])=O)=[CH:4][C:3]=1[CH3:12].[N:13]1[CH:18]=[CH:17][CH:16]=[CH:15][C:14]=1[C:19]1[CH:20]=[N:21][C:22]([NH2:25])=[CH:23][CH:24]=1.C1(N=C=NC2CCCCC2)CCCCC1.